Dataset: Reaction yield outcomes from USPTO patents with 853,638 reactions. Task: Predict the reaction yield, written as a fraction of the theoretical maximum amount of product (1.0 means a 100% yield; for example, 0.34 means a 34% yield). (1) The reactants are [CH3:1][N:2]([CH3:19])[C:3](=[O:18])[C@H:4]([O:6][C:7]1[CH:16]=[CH:15][CH:14]=[C:13]2[C:8]=1[C:9](=O)[NH:10][CH:11]=[N:12]2)[CH3:5].[CH3:20][C:21]1[S:22][C:23]([CH2:26][N:27]2[C:35]3[C:30](=[CH:31][C:32]([NH2:36])=[CH:33][CH:34]=3)[CH:29]=[CH:28]2)=[CH:24][N:25]=1. No catalyst specified. The product is [CH3:1][N:2]([CH3:19])[C:3](=[O:18])[C@H:4]([O:6][C:7]1[CH:16]=[CH:15][CH:14]=[C:13]2[C:8]=1[C:9]([NH:36][C:32]1[CH:31]=[C:30]3[C:35](=[CH:34][CH:33]=1)[N:27]([CH2:26][C:23]1[S:22][C:21]([CH3:20])=[N:25][CH:24]=1)[CH:28]=[CH:29]3)=[N:10][CH:11]=[N:12]2)[CH3:5]. The yield is 0.570. (2) The reactants are Cl[C:2]1[N:7]=[CH:6][C:5]([C:8]([O:10][CH3:11])=[O:9])=[CH:4][CH:3]=1.[C:12]([C:14]1[S:18][C:17](B(O)O)=[CH:16][CH:15]=1)#[N:13]. No catalyst specified. The product is [C:12]([C:14]1[S:18][C:17]([C:2]2[N:7]=[CH:6][C:5]([C:8]([O:10][CH3:11])=[O:9])=[CH:4][CH:3]=2)=[CH:16][CH:15]=1)#[N:13]. The yield is 0.0680. (3) The reactants are [F:1][C:2]1[CH:3]=[C:4]([C:35]2[C:36]([C:41]#[N:42])=[CH:37][CH:38]=[CH:39][CH:40]=2)[CH:5]=[CH:6][C:7]=1[CH2:8][C:9]1[C:10](=[O:34])[N:11]([C@H:21]2[CH2:26][CH2:25][C@H:24]([O:27][C@H:28]3[C:32](=[O:33])[CH2:31][O:30][CH2:29]3)[CH2:23][CH2:22]2)[C:12]2[N:13]([N:18]=[CH:19][N:20]=2)[C:14]=1[CH2:15][CH2:16][CH3:17].[CH3:43][Mg]Br.[Cl-].[NH4+]. The catalyst is O1CCCC1. The product is [F:1][C:2]1[CH:3]=[C:4]([C:35]2[C:36]([C:41]#[N:42])=[CH:37][CH:38]=[CH:39][CH:40]=2)[CH:5]=[CH:6][C:7]=1[CH2:8][C:9]1[C:10](=[O:34])[N:11]([C@H:21]2[CH2:22][CH2:23][C@H:24]([O:27][CH:28]3[C:32]([OH:33])([CH3:43])[CH2:31][O:30][CH2:29]3)[CH2:25][CH2:26]2)[C:12]2[N:13]([N:18]=[CH:19][N:20]=2)[C:14]=1[CH2:15][CH2:16][CH3:17]. The yield is 0.420. (4) The reactants are [C:1]([O:5][C:6]([NH:8][C@H:9]([CH2:25][OH:26])[CH2:10][CH2:11][CH2:12][CH2:13][NH:14][C:15](=[O:24])[O:16][CH2:17][C:18]1[CH:23]=[CH:22][CH:21]=[CH:20][CH:19]=1)=[O:7])([CH3:4])([CH3:3])[CH3:2].C(N(CC)CC)C. The catalyst is CS(C)=O.ClCCl. The product is [CH2:17]([O:16][C:15]([NH:14][CH2:13][CH2:12][CH2:11][CH2:10][C@H:9]([NH:8][C:6]([O:5][C:1]([CH3:4])([CH3:3])[CH3:2])=[O:7])[CH:25]=[O:26])=[O:24])[C:18]1[CH:19]=[CH:20][CH:21]=[CH:22][CH:23]=1. The yield is 0.930. (5) The reactants are [Cl:1][C:2]1[N:3]=[C:4]([N:13]2[CH2:18][CH2:17][O:16][CH2:15][CH2:14]2)[C:5]2[O:10][C:9]([CH:11]=O)=[CH:8][C:6]=2[N:7]=1.[CH3:19][S:20]([N:23]1[CH2:28][CH2:27][NH:26][CH2:25][CH2:24]1)(=[O:22])=[O:21].C([O-])(=O)C.[Na+].C(OC)(OC)OC.C(O[BH-](OC(=O)C)OC(=O)C)(=O)C.[Na+]. The catalyst is ClCCCl. The product is [Cl:1][C:2]1[N:3]=[C:4]([N:13]2[CH2:14][CH2:15][O:16][CH2:17][CH2:18]2)[C:5]2[O:10][C:9]([CH2:11][N:26]3[CH2:27][CH2:28][N:23]([S:20]([CH3:19])(=[O:22])=[O:21])[CH2:24][CH2:25]3)=[CH:8][C:6]=2[N:7]=1. The yield is 0.680. (6) The yield is 0.780. The product is [CH3:25][Si:24]([C:22]#[C:23][C:2]1[N:6]2[N:7]=[C:8]([C:11]3[CH:21]=[CH:20][C:14]([C:15]([O:17][CH2:18][CH3:19])=[O:16])=[CH:13][CH:12]=3)[CH:9]=[CH:10][C:5]2=[N:4][CH:3]=1)([CH3:27])[CH3:26]. The catalyst is CN(C=O)C.C1C=CC([P]([Pd]([P](C2C=CC=CC=2)(C2C=CC=CC=2)C2C=CC=CC=2)([P](C2C=CC=CC=2)(C2C=CC=CC=2)C2C=CC=CC=2)[P](C2C=CC=CC=2)(C2C=CC=CC=2)C2C=CC=CC=2)(C2C=CC=CC=2)C2C=CC=CC=2)=CC=1.[Cu]I. The reactants are I[C:2]1[N:6]2[N:7]=[C:8]([C:11]3[CH:21]=[CH:20][C:14]([C:15]([O:17][CH2:18][CH3:19])=[O:16])=[CH:13][CH:12]=3)[CH:9]=[CH:10][C:5]2=[N:4][CH:3]=1.[C:22]([Si:24]([CH3:27])([CH3:26])[CH3:25])#[CH:23].CCN(C(C)C)C(C)C. (7) The reactants are [CH2:1]([N:3]([CH2:30][CH3:31])[CH2:4][CH2:5][O:6][C:7]1[CH:8]=[C:9](NC2N=CC(C3C=CC(OC)=CC=3)=CN=2)[CH:10]=[CH:11][C:12]=1OC)[CH3:2].COC1C=CC([NH:40][C:41]2[N:46]=[CH:45][C:44]([C:47]3[CH:52]=[CH:51][C:50]([O:53][CH3:54])=[CH:49][CH:48]=3)=[CH:43][N:42]=2)=CC=1O.[C:56]([O-])([O-])=[O:57].[Cs+].[Cs+].ClCCN(CC)CC. The catalyst is CN(C=O)C. The product is [CH2:30]([N:3]([CH2:4][CH2:5][O:6][C:7]1[CH:8]=[C:9]([O:57][CH3:56])[CH:10]=[CH:11][C:12]=1[N:42]1[CH:43]=[C:44]([C:47]2[CH:48]=[CH:49][C:50]([O:53][CH3:54])=[CH:51][CH:52]=2)[CH:45]=[N:46][CH:41]1[NH2:40])[CH2:1][CH3:2])[CH3:31]. The yield is 0.780. (8) The reactants are C[Mg+].[Br-].[F:4][C:5]1[CH:6]=[CH:7][C:8]([C:11]#[N:12])=[N:9][CH:10]=1.[C:13](OC(=O)C)(=[O:15])[CH3:14].[C:20](=O)(O)[O-].[Na+]. The catalyst is CCOCC.C1COCC1.ClCCl. The product is [F:4][C:5]1[CH:6]=[CH:7][C:8]([C:11]([NH:12][C:13](=[O:15])[CH3:14])=[CH2:20])=[N:9][CH:10]=1. The yield is 0.350.